This data is from CYP2D6 inhibition data for predicting drug metabolism from PubChem BioAssay. The task is: Regression/Classification. Given a drug SMILES string, predict its absorption, distribution, metabolism, or excretion properties. Task type varies by dataset: regression for continuous measurements (e.g., permeability, clearance, half-life) or binary classification for categorical outcomes (e.g., BBB penetration, CYP inhibition). Dataset: cyp2d6_veith. The molecule is CC(=O)[C@@H]1CC[C@H]2[C@H]3CC[C@H]4C[C@@H](O)CC[C@]4(C)[C@@H]3C(=O)C[C@]21C. The result is 0 (non-inhibitor).